From a dataset of Reaction yield outcomes from USPTO patents with 853,638 reactions. Predict the reaction yield, written as a fraction of the theoretical maximum amount of product (1.0 means a 100% yield; for example, 0.34 means a 34% yield). (1) The reactants are Cl[C:2]1[C:30]([Cl:31])=[CH:29][CH:28]=[CH:27][C:3]=1[CH2:4][N:5]1[C:9]2[CH:10]=[C:11]([N:18]3[CH2:23][CH2:22][O:21][CH2:20][CH2:19]3)[CH:12]=[C:13]([C:14]([O:16]C)=[O:15])[C:8]=2[N:7]=[C:6]1[CH:24]([F:26])[F:25].[Li+].[OH-].[CH2:34]1COCC1. No catalyst specified. The product is [Cl:31][C:30]1[C:2]([CH3:34])=[C:3]([CH2:4][N:5]2[C:9]3[CH:10]=[C:11]([N:18]4[CH2:23][CH2:22][O:21][CH2:20][CH2:19]4)[CH:12]=[C:13]([C:14]([OH:16])=[O:15])[C:8]=3[N:7]=[C:6]2[CH:24]([F:26])[F:25])[CH:27]=[CH:28][CH:29]=1. The yield is 0.800. (2) The reactants are [CH3:1][C@H:2]([CH2:6]SC)[C:3]([OH:5])=[O:4].O[O:10][S:11]([O-:13])=O.[K+].[CH3:15]C(C)=O. The catalyst is O. The product is [CH3:1][C@H:2]([CH2:6][S:11]([CH3:15])(=[O:13])=[O:10])[C:3]([OH:5])=[O:4]. The yield is 0.450. (3) The reactants are [C:1](OC(=O)C)(=[O:3])[CH3:2].[NH:8]1[CH2:13][CH2:12][CH:11]([N:14]2[CH:18]=[C:17]([NH:19][C:20]3[N:25]=[C:24]([CH2:26][CH2:27][C:28]4[CH:33]=[CH:32][CH:31]=[CH:30][C:29]=4[CH:34]([CH3:38])[C:35]([NH2:37])=[O:36])[C:23]([C:39]([F:42])([F:41])[F:40])=[CH:22][N:21]=3)[CH:16]=[N:15]2)[CH2:10][CH2:9]1.N1C=CC=CC=1. The catalyst is C(Cl)Cl. The product is [C:1]([N:8]1[CH2:9][CH2:10][CH:11]([N:14]2[CH:18]=[C:17]([NH:19][C:20]3[N:25]=[C:24]([CH2:26][CH2:27][C:28]4[CH:33]=[CH:32][CH:31]=[CH:30][C:29]=4[CH:34]([CH3:38])[C:35]([NH2:37])=[O:36])[C:23]([C:39]([F:41])([F:40])[F:42])=[CH:22][N:21]=3)[CH:16]=[N:15]2)[CH2:12][CH2:13]1)(=[O:3])[CH3:2]. The yield is 0.770. (4) The reactants are [S:1]([C:4]1[CH:9]=[C:8]([C:10]2[CH:15]=[CH:14][CH:13]=[CH:12][CH:11]=2)[C:7]([OH:16])=[CH:6][CH:5]=1)C#N.O.O.O.O.O.O.O.O.O.[S-2].[Na+].[Na+].Cl. The catalyst is C(O)C. The product is [SH:1][C:4]1[CH:9]=[C:8]([C:10]2[CH:15]=[CH:14][CH:13]=[CH:12][CH:11]=2)[C:7]([OH:16])=[CH:6][CH:5]=1. The yield is 0.950. (5) The reactants are S(O[CH2:12][CH2:13][O:14][CH2:15][CH2:16][O:17][CH2:18][CH2:19][O:20][CH2:21][CH2:22][C:23]([O:25][C:26]([CH3:29])([CH3:28])[CH3:27])=[O:24])(C1C=CC(C)=CC=1)(=O)=O.[C:30]1(=[O:40])[NH:34][C:33](=[O:35])[C:32]2=[CH:36][CH:37]=[CH:38][CH:39]=[C:31]12.[K].O. The catalyst is CN(C=O)C. The product is [O:35]=[C:33]1[C:32]2[C:31](=[CH:39][CH:38]=[CH:37][CH:36]=2)[C:30](=[O:40])[N:34]1[CH2:12][CH2:13][O:14][CH2:15][CH2:16][O:17][CH2:18][CH2:19][O:20][CH2:21][CH2:22][C:23]([O:25][C:26]([CH3:27])([CH3:29])[CH3:28])=[O:24]. The yield is 0.780. (6) The reactants are [N:1]1([C:7]2[CH:8]=[CH:9][CH:10]=[C:11]3[C:16]=2[N:15]=[CH:14][CH:13]=[CH:12]3)[CH2:6][CH2:5][NH:4][CH2:3][CH2:2]1.[O:17]=[C:18]1[NH:23][C:22]2[CH:24]=[C:25]([CH:28]=O)[CH:26]=[CH:27][C:21]=2[O:20][CH2:19]1.C(O)(=O)C.C(O[BH-](OC(=O)C)OC(=O)C)(=O)C.[Na+].[Cl:48]C(Cl)C. The catalyst is O. The product is [ClH:48].[N:15]1[C:16]2[C:11](=[CH:10][CH:9]=[CH:8][C:7]=2[N:1]2[CH2:6][CH2:5][N:4]([CH2:28][C:25]3[CH:26]=[CH:27][C:21]4[O:20][CH2:19][C:18](=[O:17])[NH:23][C:22]=4[CH:24]=3)[CH2:3][CH2:2]2)[CH:12]=[CH:13][CH:14]=1. The yield is 0.530.